Predict which catalyst facilitates the given reaction. From a dataset of Catalyst prediction with 721,799 reactions and 888 catalyst types from USPTO. (1) Reactant: [F:1][C:2]1[CH:3]=[CH:4][C:5]([N+:11]([O-:13])=[O:12])=[C:6]([C:8](Cl)=[O:9])[CH:7]=1.[NH4+:14].[OH-].ClCCl. Product: [F:1][C:2]1[CH:3]=[CH:4][C:5]([N+:11]([O-:13])=[O:12])=[C:6]([CH:7]=1)[C:8]([NH2:14])=[O:9]. The catalyst class is: 1. (2) Reactant: [C:1]([C:5]1[O:9][N:8]=[C:7]([NH:10][C:11]([NH:13][C:14]2[CH:19]=[CH:18][CH:17]=[C:16]([OH:20])[CH:15]=2)=[O:12])[CH:6]=1)([CH3:4])([CH3:3])[CH3:2].Cl[C:22]1[C:31]2[C:26](=[CH:27][C:28]([O:39][CH3:40])=[CH:29][C:30]=2[O:32][CH:33]2[CH2:38][CH2:37][O:36][CH2:35][CH2:34]2)[N:25]=[CH:24][N:23]=1.C([O-])([O-])=O.[Cs+].[Cs+]. Product: [C:1]([C:5]1[O:9][N:8]=[C:7]([NH:10][C:11]([NH:13][C:14]2[CH:19]=[CH:18][CH:17]=[C:16]([O:20][C:22]3[C:31]4[C:26](=[CH:27][C:28]([O:39][CH3:40])=[CH:29][C:30]=4[O:32][CH:33]4[CH2:34][CH2:35][O:36][CH2:37][CH2:38]4)[N:25]=[CH:24][N:23]=3)[CH:15]=2)=[O:12])[CH:6]=1)([CH3:4])([CH3:2])[CH3:3]. The catalyst class is: 32. (3) Reactant: [CH:1]([CH:3]1[C:12]2[CH:11]=[CH:10][CH:9]=[C:8]([C:13]#[N:14])[C:7]=2[CH2:6][CH2:5][O:4]1)=O.Cl.[N:16]1([CH2:22][CH2:23][C:24]2[CH:33]=[CH:32][C:27]3[C:28](=[O:31])[O:29][CH2:30][C:26]=3[CH:25]=2)[CH2:21][CH2:20][NH:19][CH2:18][CH2:17]1.CCN(C(C)C)C(C)C.CC(O)=O.[BH-](OC(C)=O)(OC(C)=O)OC(C)=O.[Na+]. Product: [O:31]=[C:28]1[C:27]2[CH:32]=[CH:33][C:24]([CH2:23][CH2:22][N:16]3[CH2:21][CH2:20][N:19]([CH2:1][CH:3]4[C:12]5[CH:11]=[CH:10][CH:9]=[C:8]([C:13]#[N:14])[C:7]=5[CH2:6][CH2:5][O:4]4)[CH2:18][CH2:17]3)=[CH:25][C:26]=2[CH2:30][O:29]1. The catalyst class is: 34. (4) Reactant: C([O:5][C:6](=[O:38])[CH2:7][CH:8]([OH:37])[CH2:9][CH:10]([OH:36])[CH2:11][CH2:12][C:13]1[N:14]([CH:33]([CH3:35])[CH3:34])[C:15]([C:31]#[N:32])=[C:16]([C:25]2[CH:30]=[CH:29][CH:28]=[CH:27][N:26]=2)[C:17]=1[C:18]1[CH:23]=[CH:22][C:21]([F:24])=[CH:20][CH:19]=1)(C)(C)C.[OH-].[Na+:40]. Product: [Na+:40].[C:31]([C:15]1[N:14]([CH:33]([CH3:34])[CH3:35])[C:13]([CH2:12][CH2:11][C@@H:10]([OH:36])[CH2:9][C@@H:8]([OH:37])[CH2:7][C:6]([O-:38])=[O:5])=[C:17]([C:18]2[CH:19]=[CH:20][C:21]([F:24])=[CH:22][CH:23]=2)[C:16]=1[C:25]1[CH:30]=[CH:29][CH:28]=[CH:27][N:26]=1)#[N:32]. The catalyst class is: 5. (5) Reactant: [C:1]([O:6][CH2:7][CH3:8])(=[O:5])[CH:2]([CH3:4])[CH3:3].[Li+].CC([N-][CH:14]([CH3:16])[CH3:15])C.Br[CH2:18][CH2:19][CH2:20][CH2:21][CH2:22][O:23][CH2:24][CH2:25][CH2:26][CH2:27]Br.[OH2:29].C1[CH2:34][O:33][CH2:32][CH2:31]1. Product: [CH2:32]([O:33][C:34](=[O:29])[C:14]([CH3:15])([CH3:16])[CH2:18][CH2:19][CH2:20][CH2:21][CH2:22][O:23][CH2:24][CH2:25][CH2:26][CH2:27][C:2]([C:1]([O:6][CH2:7][CH3:8])=[O:5])([CH3:4])[CH3:3])[CH3:31]. The catalyst class is: 13. (6) Reactant: [CH3:1][N:2]1[CH:7]2[CH2:8][CH2:9][CH:3]1[CH2:4][N:5]([C:10]1[N:15]=[N:14][C:13]([C:16]#[C:17][C:18]3[CH:23]=[CH:22][C:21]([NH2:24])=[CH:20][CH:19]=3)=[CH:12][CH:11]=1)[CH2:6]2.[C:25](Cl)(=[O:32])[C:26]1[CH:31]=[CH:30][CH:29]=[CH:28][CH:27]=1.[OH-].[Na+]. Product: [CH3:1][N:2]1[CH:7]2[CH2:8][CH2:9][CH:3]1[CH2:4][N:5]([C:10]1[N:15]=[N:14][C:13]([C:16]#[C:17][C:18]3[CH:19]=[CH:20][C:21]([NH:24][C:25](=[O:32])[C:26]4[CH:31]=[CH:30][CH:29]=[CH:28][CH:27]=4)=[CH:22][CH:23]=3)=[CH:12][CH:11]=1)[CH2:6]2. The catalyst class is: 4. (7) Reactant: [C:1]([O:7][CH2:8][CH2:9][CH2:10][CH3:11])(=[O:6])NC(N)=O. Product: [C:1](=[O:6])([O:7][CH2:8][CH2:9][CH2:10][CH3:11])[O:7][CH2:8][CH2:9][CH2:10][CH3:11]. The catalyst class is: 51.